From a dataset of Forward reaction prediction with 1.9M reactions from USPTO patents (1976-2016). Predict the product of the given reaction. Given the reactants [NH:1]1[CH2:5][CH2:4][CH2:3][C@@H:2]1[C:6]([NH:8][C@H:9]([C:11]1[CH:20]=[CH:19][C:14]([C:15]([O:17][CH3:18])=[O:16])=[CH:13][CH:12]=1)[CH3:10])=[O:7].[F:21][C:22]([F:32])([F:31])[C:23]1[CH:24]=[C:25]([CH:28]=[CH:29][CH:30]=1)[CH2:26]Br.C([O-])([O-])=O.[Na+].[Na+], predict the reaction product. The product is: [F:21][C:22]([F:31])([F:32])[C:23]1[CH:24]=[C:25]([CH:28]=[CH:29][CH:30]=1)[CH2:26][N:1]1[CH2:5][CH2:4][CH2:3][C@@H:2]1[C:6]([NH:8][C@H:9]([C:11]1[CH:12]=[CH:13][C:14]([C:15]([O:17][CH3:18])=[O:16])=[CH:19][CH:20]=1)[CH3:10])=[O:7].